From a dataset of Drug-target binding data from BindingDB using Ki measurements. Regression. Given a target protein amino acid sequence and a drug SMILES string, predict the binding affinity score between them. We predict pKi (pKi = -log10(Ki in M); higher means stronger inhibition). Dataset: bindingdb_ki. The compound is CCCN1CCC(COc2nc3ccccc3c3ncccc23)CC1. The target protein (P46098) has sequence MLLWVQQALLALLLPTLLAQGEARRSRNTTRPALLRLSDYLLTNYRKGVRPVRDWRKPTTVSIDVIVYAILNVDEKNQVLTTYIWYRQYWTDEFLQWNPEDFDNITKLSIPTDSIWVPDILINEFVDVGKSPNIPYVYIRHQGEVQNYKPLQVVTACSLDIYNFPFDVQNCSLTFTSWLHTIQDINISLWRLPEKVKSDRSVFMNQGEWELLGVLPYFREFSMESSNYYAEMKFYVVIRRRPLFYVVSLLLPSIFLMVMDIVGFYLPPNSGERVSFKITLLLGYSVFLIIVSDTLPATAIGTPLIGVYFVVCMALLVISLAETIFIVRLVHKQDLQQPVPAWLRHLVLERIAWLLCLREQSTSQRPPATSQATKTDDCSAMGNHCSHMGGPQDFEKSPRDRCSPPPPPREASLAVCGLLQELSSIRQFLEKRDEIREVARDWLRVGSVLDKLLFHIYLLAVLAYSITLVMLWSIWQYA. The pKi is 6.2.